Dataset: Hepatocyte clearance measurements from AstraZeneca. Task: Regression/Classification. Given a drug SMILES string, predict its absorption, distribution, metabolism, or excretion properties. Task type varies by dataset: regression for continuous measurements (e.g., permeability, clearance, half-life) or binary classification for categorical outcomes (e.g., BBB penetration, CYP inhibition). For this dataset (clearance_hepatocyte_az), we predict log10(clearance) (log10 of the in vitro intrinsic clearance, CLint, in uL/min per 10^6 hepatocytes; values are censored to the assay range of 3 to 150, which is 0.477 to 2.18 on this log10 scale). (1) The compound is O=C(O)COc1ccc(C(F)(F)F)cc1CN1CCN(S(=O)(=O)c2ccccc2)CC1. The log10(clearance) is 0.480. (2) The compound is Cc1cc(F)ccc1-n1nc(C(F)(F)F)cc1-c1ccc2c(c1)NC(=O)CO2. The log10(clearance) is 1.03.